Predict the reactants needed to synthesize the given product. From a dataset of Full USPTO retrosynthesis dataset with 1.9M reactions from patents (1976-2016). (1) Given the product [C:44]1([P:37](=[O:4])([C:31]2[CH:32]=[CH:33][CH:34]=[CH:35][CH:36]=2)[C:38]2[CH:43]=[CH:42][CH:41]=[CH:40][CH:39]=2)[CH:45]=[CH:46][CH:47]=[CH:48][CH:49]=1, predict the reactants needed to synthesize it. The reactants are: N(C(OCC)=O)=NC(OCC)=[O:4].OC1C=C(C=CC=1)C(OCC)=O.OC1CCOC1.[C:31]1([P:37]([C:44]2[CH:49]=[CH:48][CH:47]=[CH:46][CH:45]=2)[C:38]2[CH:43]=[CH:42][CH:41]=[CH:40][CH:39]=2)[CH:36]=[CH:35][CH:34]=[CH:33][CH:32]=1. (2) The reactants are: C(NNC(C1C=CN=C(NC(=O)C2C=CC=CC=2)C=1)=O)(=O)C1C=CC=CC=1.[C:28]1([CH2:34][C:35]([NH:37][NH:38][C:39]([C:41]2[CH:46]=[CH:45][N:44]=[C:43]([NH:47][C:48](=[O:55])[C:49]3[CH:54]=[CH:53][CH:52]=[CH:51][CH:50]=3)[CH:42]=2)=[O:40])=O)[CH:33]=[CH:32][CH:31]=[CH:30][CH:29]=1.[OH-].COC(NS([N+](CC)(CC)CC)(=O)=O)=O. Given the product [CH2:34]([C:35]1[O:40][C:39]([C:41]2[CH:46]=[CH:45][N:44]=[C:43]([NH:47][C:48](=[O:55])[C:49]3[CH:54]=[CH:53][CH:52]=[CH:51][CH:50]=3)[CH:42]=2)=[N:38][N:37]=1)[C:28]1[CH:33]=[CH:32][CH:31]=[CH:30][CH:29]=1, predict the reactants needed to synthesize it. (3) The reactants are: [OH:1][C:2]1[CH:7]=[CH:6][C:5]([C:8]([C:10]2[CH:15]=[CH:14][C:13]([OH:16])=[CH:12][CH:11]=2)=O)=[CH:4][CH:3]=1.[C:17]([C:22]1[CH:27]=[CH:26][C:25]([O:28][CH2:29][C:30]([O:32][CH2:33][CH3:34])=[O:31])=[CH:24][CH:23]=1)(=O)[CH2:18][CH2:19][CH3:20]. Given the product [OH:1][C:2]1[CH:7]=[CH:6][C:5]([C:8]([C:10]2[CH:15]=[CH:14][C:13]([OH:16])=[CH:12][CH:11]=2)=[C:17]([C:22]2[CH:27]=[CH:26][C:25]([O:28][CH2:29][C:30]([O:32][CH2:33][CH3:34])=[O:31])=[CH:24][CH:23]=2)[CH2:18][CH2:19][CH3:20])=[CH:4][CH:3]=1, predict the reactants needed to synthesize it. (4) Given the product [CH2:17]([N:16]1[C:15]2[C:14]3[CH:13]=[CH:12][CH:11]=[C:10]([O:21][CH3:22])[C:9]=3[N:8]=[CH:7][C:6]=2[C:4](=[O:5])[N:23]([C:26]2[CH:27]=[C:28]([CH3:32])[CH:29]=[CH:30][CH:31]=2)[C:24]1=[O:25])[CH2:18][CH2:19][CH3:20], predict the reactants needed to synthesize it. The reactants are: C(O[C:4]([C:6]1[CH:7]=[N:8][C:9]2[C:14]([C:15]=1[NH:16][CH2:17][CH2:18][CH2:19][CH3:20])=[CH:13][CH:12]=[CH:11][C:10]=2[O:21][CH3:22])=[O:5])C.[N:23]([C:26]1[CH:31]=[CH:30][CH:29]=[C:28]([CH3:32])[CH:27]=1)=[C:24]=[O:25]. (5) The reactants are: [CH2:1]([N:4]([CH2:12][CH2:13][CH2:14][O:15][Si](C(C)(C)C)(C)C)C(=O)OC(C)(C)C)[CH:2]=[CH2:3].CCCCCCCCC.P([O-])([O-])([O-])=O.[K+].[K+].[K+].[C:40]12([CH2:50][NH:51][C:52]([C:54]3[C:55]4[CH:56]=[CH:57][C:58]([Cl:64])=[N:59][C:60]=4[CH:61]=[CH:62][CH:63]=3)=[O:53])[CH2:49][CH:44]3[CH2:45][CH:46]([CH2:48][CH:42]([CH2:43]3)[CH2:41]1)[CH2:47]2. Given the product [ClH:64].[ClH:64].[C:40]12([CH2:50][NH:51][C:52]([C:54]3[C:55]4[CH:56]=[CH:57][C:58]([CH2:3][CH2:2][CH2:1][NH:4][CH2:12][CH2:13][CH2:14][OH:15])=[N:59][C:60]=4[CH:61]=[CH:62][CH:63]=3)=[O:53])[CH2:47][CH:46]3[CH2:48][CH:42]([CH2:43][CH:44]([CH2:45]3)[CH2:49]1)[CH2:41]2, predict the reactants needed to synthesize it. (6) Given the product [Si:20]([O:7][C:6](=[O:8])[C@H:2]([CH2:3][CH2:4][OH:5])[NH2:1])([C:23]([CH3:26])([CH3:25])[CH3:24])([CH3:22])[CH3:21], predict the reactants needed to synthesize it. The reactants are: [NH2:1][C@H:2]([C:6]([OH:8])=[O:7])[CH2:3][CH2:4][OH:5].N12CCCN=C1CCCCC2.[Si:20](Cl)([C:23]([CH3:26])([CH3:25])[CH3:24])([CH3:22])[CH3:21]. (7) Given the product [Cl:1][C:2]1[CH:3]=[C:4]([CH:10]=[CH:11][C:12]=1[CH2:13][CH:14]1[CH2:18][CH2:17][N:16]([CH:19]2[CH:26]3[CH2:27][CH:22]4[CH2:23][C:24]([OH:29])([CH2:28][CH:20]2[CH2:21]4)[CH2:25]3)[C:15]1=[O:30])[O:5][CH2:6][C:7]([NH:42][S:39]([C:36]1[CH:35]=[CH:34][C:33]([C:32]([F:31])([F:44])[F:43])=[CH:38][CH:37]=1)(=[O:40])=[O:41])=[O:9], predict the reactants needed to synthesize it. The reactants are: [Cl:1][C:2]1[CH:3]=[C:4]([CH:10]=[CH:11][C:12]=1[CH2:13][CH:14]1[CH2:18][CH2:17][N:16]([CH:19]2[CH:26]3[CH2:27][CH:22]4[CH2:23][C:24]([OH:29])([CH2:28][CH:20]2[CH2:21]4)[CH2:25]3)[C:15]1=[O:30])[O:5][CH2:6][C:7]([OH:9])=O.[F:31][C:32]([F:44])([F:43])[C:33]1[CH:38]=[CH:37][C:36]([S:39]([NH2:42])(=[O:41])=[O:40])=[CH:35][CH:34]=1.Cl.CN(C)CCCN=C=NCC.O.